From a dataset of Experimentally validated miRNA-target interactions with 360,000+ pairs, plus equal number of negative samples. Binary Classification. Given a miRNA mature sequence and a target amino acid sequence, predict their likelihood of interaction. (1) The miRNA is hsa-miR-101-3p with sequence UACAGUACUGUGAUAACUGAA. The protein sequence of the target gene is MRSKARARKLAKSDGDVVNNMYEPNRDLLASHSAEDEAEDSAMSPIPVGPPSPFPTSEDFTPKEGSPYEAPVYIPEDIPIPADFELRESSIPGAGLGVWAKRKMEAGERLGPCVVVPRAAAKETDFGWEQILTDVEVSPQEGCITKISEDLGSEKFCVDANQAGAGSWLKYIRVACSCDDQNLTMCQISEQIYYKVIKDIEPGEELLVHVKEGVYPLGTVPPGLDEEPTFRCDECDELFQSKLDLRRHKKYTCGSVGAALYEGLAEELKPEGLGGGSGQAHECKDCERMFPNKYSLEQHM.... Result: 1 (interaction). (2) The miRNA is hsa-miR-219b-3p with sequence AGAAUUGCGUUUGGACAAUCAGU. The protein sequence of the target gene is MNIRNARPEDLMNMQHCNLLCLPENYQMKYYFYHGLSWPQLSYIAEDENGKIVGYVLAKMEEDPDDVPHGHITSLAVKRSHRRLGLAQKLMDQASRAMIENFNAKYVSLHVRKSNRAALHLYSNTLNFQISEVEPKYYADGEDAYAMKRDLTQMADELRRHLELKEKGRHVVLGAIENKVESKGNSPPSSGEACREEKGLAAEDSGGDSKDLSEVSETTESTDVKDSSEASDSAS. Result: 0 (no interaction). (3) The miRNA is hsa-miR-518e-5p with sequence CUCUAGAGGGAAGCGCUUUCUG. The protein sequence of the target gene is MKRMVSWSFHKLKTMKHLLLLLLCVFLVKSQGVNDNEEGFFSARGHRPLDKKREEAPSLRPAPPPISGGGYRARPAKAAATQKKVERKAPDAGGCLHADPDLGVLCPTGCQLQEALLQQERPIRNSVDELNNNVEAVSQTSSSSFQYMYLLKDLWQKRQKQVKDNENVVNEYSSELEKHQLYIDETVNSNIPTNLRVLRSILENLRSKIQKLESDVSAQMEYCRTPCTVSCNIPVVSGKECEEIIRKGGETSEMYLIQPDSSVKPYRVYCDMNTENGGWTVIQNRQDGSVDFGRKWDPYK.... Result: 0 (no interaction). (4) The miRNA is hsa-miR-153-3p with sequence UUGCAUAGUCACAAAAGUGAUC. The protein sequence of the target gene is MKLSLTKVVNGCRLGKIKNLGKTGDHTMDIPGCLLYTKTGSAPHLTHHTLHNIHGVPAMAQLTLSSLAEHHEVLTEYKEGVGKFIGMPESLLYCSLHDPVSPCPAGYVTNKSVSVWSVAGRVEMTVSKFMAIQKALQPDWFQCLSDGEVSCKEATSIKRVRKSVDRSLLFLDNCLRLQEESEVLQKSVIIGVIEGGDVMEERLRSARETAKRPVGGFLLDGFQGNPTTLEARLRLLSSVTAELPEDKPRLISGVSRPDEVLECIERGVDLFESFFPYQVTERGCALTFSFDYQPNPEETL.... Result: 1 (interaction). (5) The miRNA is rno-miR-350 with sequence UUCACAAAGCCCAUACACUUUCAC. The protein sequence of the target gene is MKDDFAEEEEVQSFGYKRFGIQEGTQCTKCKNNWALKFSIVLLYILCALLTITVAILGYKVVEKMDNVTDGMETSHQTYDNKLTAVESDLKKLGDQAGKKALSTNSELSTFRSDILDLRQQLQEITEKTSKNKDTLEKLQANGDSLVDRQSQLKETLQNNSFLITTVNKTLQAYNGYVTNLQQDTSVLQGNLQSQMYSQSVVIMNLNNLNLTQVQQRNLISNLQQSVDDTSLAIQRIKNDFQNLQQVFLQAKKDTDWLKEKVQSLQTLAANNSALAKANNDTLEDMNSQLSSFTGQMDNI.... Result: 0 (no interaction). (6) The miRNA is mmu-miR-367-3p with sequence AAUUGCACUUUAGCAAUGGUGA. The protein sequence of the target gene is MAEVQQLRVQEAVDAMVKSVERENIRKMQGLMFRCSANCCEDTQASMQQVHQCIERCHAPLAQAQALVTSELERFQDRLARCTMHCNDKAKDSMDAGTKELQVKRQLDSCVTKCVDDHMHLIPTMTKKMKESLSSIGK. Result: 1 (interaction).